Predict the product of the given reaction. From a dataset of Forward reaction prediction with 1.9M reactions from USPTO patents (1976-2016). (1) Given the reactants [NH2:1][C:2]1[CH:7]=[C:6]([CH2:8][CH2:9][O:10][Si:11]([C:14]([CH3:17])([CH3:16])[CH3:15])([CH3:13])[CH3:12])[C:5]([N:18]([CH2:20][C:21]2[CH:26]=[CH:25][CH:24]=[CH:23][CH:22]=2)[CH3:19])=[C:4]([F:27])[CH:3]=1.N1C=CC=CC=1.[C:34](Cl)([O:36][CH2:37][C:38]1[CH:43]=[CH:42][CH:41]=[CH:40][CH:39]=1)=[O:35], predict the reaction product. The product is: [CH2:20]([N:18]([CH3:19])[C:5]1[C:6]([CH2:8][CH2:9][O:10][Si:11]([C:14]([CH3:15])([CH3:16])[CH3:17])([CH3:13])[CH3:12])=[CH:7][C:2]([NH:1][C:34](=[O:35])[O:36][CH2:37][C:38]2[CH:43]=[CH:42][CH:41]=[CH:40][CH:39]=2)=[CH:3][C:4]=1[F:27])[C:21]1[CH:22]=[CH:23][CH:24]=[CH:25][CH:26]=1. (2) Given the reactants [Li][CH2:2][CH2:3][CH2:4][CH3:5].[F:6][C:7]([F:18])([F:17])[C:8]1[CH:16]=[CH:15][C:11]([C:12](Cl)=[O:13])=[CH:10][CH:9]=1, predict the reaction product. The product is: [F:6][C:7]([F:18])([F:17])[C:8]1[CH:16]=[CH:15][C:11]([C:12](=[O:13])[CH2:2][CH2:3][CH2:4][CH3:5])=[CH:10][CH:9]=1. (3) Given the reactants Cl[C:2]1[N:7]=[C:6]([S:8][CH3:9])[N:5]=[C:4]2[N:10]([C:15]3[C:20]([F:21])=[CH:19][CH:18]=[CH:17][C:16]=3[F:22])[C:11](=[O:14])[NH:12][CH2:13][C:3]=12.[CH3:23][N:24]([CH3:43])[C:25](=[O:42])[C:26]1[CH:31]=[CH:30][C:29]([CH3:32])=[C:28](B2OC(C)(C)C(C)(C)O2)[CH:27]=1.C([O-])([O-])=O.[K+].[K+], predict the reaction product. The product is: [F:22][C:16]1[CH:17]=[CH:18][CH:19]=[C:20]([F:21])[C:15]=1[N:10]1[C:4]2[N:5]=[C:6]([S:8][CH3:9])[N:7]=[C:2]([C:28]3[CH:27]=[C:26]([CH:31]=[CH:30][C:29]=3[CH3:32])[C:25]([N:24]([CH3:43])[CH3:23])=[O:42])[C:3]=2[CH2:13][NH:12][C:11]1=[O:14]. (4) The product is: [CH3:1][CH2:2][CH2:3][CH2:4][NH:5][C:6]([CH2:9][CH:10]1[CH2:11][CH2:12][CH2:13][CH2:14][CH2:15]1)([CH3:8])[CH3:7]. Given the reactants [CH3:1][CH2:2][CH2:3][CH2:4][NH:5][C:6]([CH2:9][C:10]1[CH:15]=[CH:14][CH:13]=[CH:12][CH:11]=1)([CH3:8])[CH3:7].C1C=CC(P(C2C=CC=CC=2)CCCP(C2C=CC=CC=2)C2C=CC=CC=2)=CC=1.CCN(CC)CC, predict the reaction product. (5) Given the reactants [CH3:1][O:2][C:3]1[CH:4]=[C:5]2[C:10](=[CH:11][C:12]=1[O:13][CH3:14])[N:9]=[CH:8][CH:7]=[C:6]2[O:15][C:16]1[CH:22]=[CH:21][C:19]([NH2:20])=[C:18]([CH3:23])[C:17]=1[CH3:24].C(N(CC)CC)C.ClC(Cl)(O[C:36](=[O:42])OC(Cl)(Cl)Cl)Cl.[Br:44][C:45]1[CH:46]=[C:47]([C@H:51]([NH2:53])[CH3:52])[CH:48]=[CH:49][CH:50]=1, predict the reaction product. The product is: [Br:44][C:45]1[CH:46]=[C:47]([C@H:51]([NH:53][C:36]([NH:20][C:19]2[CH:21]=[CH:22][C:16]([O:15][C:6]3[C:5]4[C:10](=[CH:11][C:12]([O:13][CH3:14])=[C:3]([O:2][CH3:1])[CH:4]=4)[N:9]=[CH:8][CH:7]=3)=[C:17]([CH3:24])[C:18]=2[CH3:23])=[O:42])[CH3:52])[CH:48]=[CH:49][CH:50]=1. (6) Given the reactants [CH3:1][CH:2]1[CH2:7][CH2:6][C:5](=O)[CH2:4][CH2:3]1.C[N:10]1[CH:15]=[C:14]([N+:16]([O-:18])=[O:17])[CH:13]=C([N+]([O-])=O)C1=O.N, predict the reaction product. The product is: [CH3:1][CH:2]1[CH2:7][CH2:6][C:5]2[N:10]=[CH:15][C:14]([N+:16]([O-:18])=[O:17])=[CH:13][C:4]=2[CH2:3]1. (7) Given the reactants CC([Si](C)(C)[O:6][CH2:7][C@@H:8]1[CH2:13][N:12]2[CH2:14][CH2:15][CH2:16][C@H:11]2[CH2:10][NH:9]1)(C)C.[F:19][C:20]([F:54])([F:53])[C:21]1[CH:22]=[C:23]([C:31]([CH3:52])([CH3:51])[C:32]([N:34]([C:36]2[CH:37]=[N:38][C:39](Cl)=[CH:40][C:41]=2[C:42]2[CH:47]=[CH:46][C:45]([F:48])=[CH:44][C:43]=2[CH3:49])[CH3:35])=[O:33])[CH:24]=[C:25]([C:27]([F:30])([F:29])[F:28])[CH:26]=1.[OH-].[Na+].Cl, predict the reaction product. The product is: [F:30][C:27]([F:28])([F:29])[C:25]1[CH:24]=[C:23]([C:31]([CH3:52])([CH3:51])[C:32]([N:34]([C:36]2[CH:37]=[N:38][C:39]([N:9]3[C@H:8]([CH2:7][OH:6])[CH2:13][N:12]4[CH2:14][CH2:15][CH2:16][C@H:11]4[CH2:10]3)=[CH:40][C:41]=2[C:42]2[CH:47]=[CH:46][C:45]([F:48])=[CH:44][C:43]=2[CH3:49])[CH3:35])=[O:33])[CH:22]=[C:21]([C:20]([F:54])([F:19])[F:53])[CH:26]=1.